This data is from Catalyst prediction with 721,799 reactions and 888 catalyst types from USPTO. The task is: Predict which catalyst facilitates the given reaction. (1) Reactant: [C:1]([C:3]1([C:13]2[N:18]=[CH:17][C:16]([NH:19][C:20]([C:22]3[CH:23]=[N:24][N:25]([C:28]4[CH:33]=[CH:32][C:31]([CH3:34])=[CH:30][CH:29]=4)[C:26]=3[CH3:27])=[O:21])=[CH:15][CH:14]=2)[CH2:12][CH2:11][C:6]2(OCC[O:7]2)[CH2:5][CH2:4]1)#[N:2].C(O)(=O)C.Cl.C(=O)([O-])[O-].[K+].[K+]. Product: [C:1]([C:3]1([C:13]2[N:18]=[CH:17][C:16]([NH:19][C:20]([C:22]3[CH:23]=[N:24][N:25]([C:28]4[CH:29]=[CH:30][C:31]([CH3:34])=[CH:32][CH:33]=4)[C:26]=3[CH3:27])=[O:21])=[CH:15][CH:14]=2)[CH2:12][CH2:11][C:6](=[O:7])[CH2:5][CH2:4]1)#[N:2]. The catalyst class is: 6. (2) Reactant: Cl.[CH3:2][O:3][C:4](=[O:14])[C@H:5]([CH2:7][C:8]1[CH:13]=[CH:12][CH:11]=[CH:10][CH:9]=1)[NH2:6].[CH:15](=O)[C:16]1[CH:21]=[CH:20][CH:19]=[CH:18][CH:17]=1.S([O-])([O-])(=O)=O.[Na+].[Na+].C(N(CC)CC)C. Product: [CH3:2][O:3][C:4](=[O:14])[C@H:5]([CH2:7][C:8]1[CH:13]=[CH:12][CH:11]=[CH:10][CH:9]=1)[N:6]=[CH:15][C:16]1[CH:21]=[CH:20][CH:19]=[CH:18][CH:17]=1. The catalyst class is: 282. (3) Reactant: C[O:2][C:3]([CH2:5][S:6][S:7][CH2:8][CH2:9][CH2:10][CH2:11][CH2:12][CH2:13][CH2:14][CH3:15])=O.CC(C[AlH]CC(C)C)C.O. Product: [CH:3]([CH2:5][S:6][S:7][CH2:8][CH2:9][CH2:10][CH2:11][CH2:12][CH2:13][CH2:14][CH3:15])=[O:2]. The catalyst class is: 27. (4) The catalyst class is: 94. Product: [NH2:25][C:22]1[CH:23]=[C:24]2[C:19](=[CH:20][CH:21]=1)[NH:18][CH:17]=[C:16]2[C:13]1[CH2:14][CH2:15][CH:10]([N:2]([CH3:1])[C:3](=[O:9])[O:4][C:5]([CH3:6])([CH3:7])[CH3:8])[CH2:11][CH:12]=1. Reactant: [CH3:1][N:2]([CH:10]1[CH2:15][CH2:14][C:13]([C:16]2[C:24]3[C:19](=[CH:20][CH:21]=[C:22]([N+:25]([O-])=O)[CH:23]=3)[NH:18][CH:17]=2)=[CH:12][CH2:11]1)[C:3](=[O:9])[O:4][C:5]([CH3:8])([CH3:7])[CH3:6].O.NN. (5) Reactant: [S:1]([O-:5])([O-:4])(=[O:3])=[O:2].[Na+:6].[Na+].O.[S:9](S([O-])(=O)=O)([O-])(=[O:11])=[O:10].[Na+].[Na+].S(S([O-])(=O)=O)([O-])(=O)=O.[Na+].[Na+]. Product: [S:1]([O-:5])([O-:4])(=[O:3])=[O:2].[Na+:6].[Na+:6].[S:9](=[O:11])=[O:10]. The catalyst class is: 6.